Dataset: Full USPTO retrosynthesis dataset with 1.9M reactions from patents (1976-2016). Task: Predict the reactants needed to synthesize the given product. The reactants are: [C:1]([C:3]1[C:4]([N:15]2[CH2:20][CH2:19][CH2:18][CH:17]([CH2:21][C:22](O)=[O:23])[CH2:16]2)=[N:5][C:6]([CH3:14])=[C:7]([C:9]([O:11][CH2:12][CH3:13])=[O:10])[CH:8]=1)#[N:2].CCN=C=NCCCN(C)C.C1C=CC2N(O)N=NC=2C=1.[Cl:46][C:47]1[S:51][C:50]([S:52]([NH2:55])(=[O:54])=[O:53])=[CH:49][CH:48]=1.CCN(C(C)C)C(C)C. Given the product [Cl:46][C:47]1[S:51][C:50]([S:52]([NH:55][C:22](=[O:23])[CH2:21][CH:17]2[CH2:18][CH2:19][CH2:20][N:15]([C:4]3[C:3]([C:1]#[N:2])=[CH:8][C:7]([C:9]([O:11][CH2:12][CH3:13])=[O:10])=[C:6]([CH3:14])[N:5]=3)[CH2:16]2)(=[O:54])=[O:53])=[CH:49][CH:48]=1, predict the reactants needed to synthesize it.